This data is from Peptide-MHC class I binding affinity with 185,985 pairs from IEDB/IMGT. The task is: Regression. Given a peptide amino acid sequence and an MHC pseudo amino acid sequence, predict their binding affinity value. This is MHC class I binding data. (1) The binding affinity (normalized) is 0.0847. The peptide sequence is HQDDGQPRL. The MHC is HLA-A69:01 with pseudo-sequence HLA-A69:01. (2) The peptide sequence is RPNRQLGSM. The binding affinity (normalized) is 0.0847. The MHC is HLA-A68:02 with pseudo-sequence HLA-A68:02. (3) The peptide sequence is RELYLNSSNV. The MHC is HLA-B44:02 with pseudo-sequence HLA-B44:02. The binding affinity (normalized) is 0.290. (4) The peptide sequence is VPKIFIDNIY. The MHC is HLA-B53:01 with pseudo-sequence HLA-B53:01. The binding affinity (normalized) is 0.364. (5) The peptide sequence is QVPLRPMTYK. The MHC is HLA-A30:02 with pseudo-sequence HLA-A30:02. The binding affinity (normalized) is 0. (6) The peptide sequence is LVKESMASLK. The MHC is HLA-A11:01 with pseudo-sequence HLA-A11:01. The binding affinity (normalized) is 0.776. (7) The peptide sequence is GMMRWCMPV. The MHC is HLA-B57:01 with pseudo-sequence HLA-B57:01. The binding affinity (normalized) is 0.0847. (8) The peptide sequence is ALQGGGPPY. The MHC is HLA-A01:01 with pseudo-sequence HLA-A01:01. The binding affinity (normalized) is 0.0316.